This data is from Full USPTO retrosynthesis dataset with 1.9M reactions from patents (1976-2016). The task is: Predict the reactants needed to synthesize the given product. (1) Given the product [CH2:1]([C:3]1[CH:4]=[C:5]2[C:9](=[CH:10][CH:11]=1)[N:8]([S:28]([C:22]1[CH:27]=[CH:26][C:25]([O:35][CH3:34])=[CH:24][CH:23]=1)(=[O:30])=[O:29])[CH:7]=[C:6]2[CH2:12][CH2:13][C:14]([OH:16])=[O:15])[CH3:2], predict the reactants needed to synthesize it. The reactants are: [CH2:1]([C:3]1[CH:4]=[C:5]2[C:9](=[CH:10][CH:11]=1)[NH:8][CH:7]=[C:6]2[CH2:12][CH2:13][C:14]([OH:16])=[O:15])[CH3:2].C([Li])CCC.[C:22]1([S:28](Cl)(=[O:30])=[O:29])[CH:27]=[CH:26][CH:25]=[CH:24][CH:23]=1.C1C[O:35][CH2:34]C1. (2) Given the product [F:1][C:2]1[CH:3]=[C:4]([CH2:10][CH2:11][C:12]([O:14][CH2:15][CH3:16])=[O:13])[CH:5]=[C:6]([F:9])[C:7]=1[O:8][CH2:18][C:19]1[CH:28]=[CH:27][C:26]2[C:21](=[CH:22][CH:23]=[CH:24][CH:25]=2)[CH:20]=1, predict the reactants needed to synthesize it. The reactants are: [F:1][C:2]1[CH:3]=[C:4]([CH2:10][CH2:11][C:12]([O:14][CH2:15][CH3:16])=[O:13])[CH:5]=[C:6]([F:9])[C:7]=1[OH:8].Br[CH2:18][C:19]1[CH:28]=[CH:27][C:26]2[C:21](=[CH:22][CH:23]=[CH:24][CH:25]=2)[CH:20]=1.C(=O)([O-])[O-].[K+].[K+].O.